Dataset: Full USPTO retrosynthesis dataset with 1.9M reactions from patents (1976-2016). Task: Predict the reactants needed to synthesize the given product. (1) Given the product [Br:15][C:12]1[CH:13]=[CH:14][C:9]([O:8][CH3:7])=[C:10]([S:16][CH2:18][C:19]2[CH:26]=[CH:25][CH:24]=[CH:23][C:20]=2[C:21]#[N:22])[CH:11]=1, predict the reactants needed to synthesize it. The reactants are: C([O-])([O-])=O.[K+].[K+].[CH3:7][O:8][C:9]1[CH:14]=[CH:13][C:12]([Br:15])=[CH:11][C:10]=1[SH:16].Br[CH2:18][C:19]1[CH:26]=[CH:25][CH:24]=[CH:23][C:20]=1[C:21]#[N:22]. (2) Given the product [C:27]([C:25]1[CH:24]=[CH:23][C:3]([CH2:4][NH:5][C:6](=[O:22])[CH:7]([O:19][CH2:20][CH3:21])[N:8]2[CH2:16][C:15]3[C:10](=[CH:11][CH:12]=[CH:13][C:14]=3[CH3:17])[C:9]2=[O:18])=[C:2]([NH:1][CH2:32][C:31]2[CH:34]=[CH:35][CH:36]=[CH:37][C:30]=2[F:29])[CH:26]=1)#[N:28], predict the reactants needed to synthesize it. The reactants are: [NH2:1][C:2]1[CH:26]=[C:25]([C:27]#[N:28])[CH:24]=[CH:23][C:3]=1[CH2:4][NH:5][C:6](=[O:22])[CH:7]([O:19][CH2:20][CH3:21])[N:8]1[CH2:16][C:15]2[C:10](=[CH:11][CH:12]=[CH:13][C:14]=2[CH3:17])[C:9]1=[O:18].[F:29][C:30]1[CH:37]=[CH:36][CH:35]=[CH:34][C:31]=1[CH:32]=O.[BH3-]C#N.[Na+]. (3) Given the product [F:1][C:2]1[CH:17]=[C:16]([CH2:18][NH:28][CH2:27][CH2:26][CH:23]2[CH2:24][CH2:25][O:20][CH2:21][CH2:22]2)[CH:15]=[CH:14][C:3]=1[O:4][C:5]1[CH:13]=[CH:12][C:8]([C:9]([NH2:11])=[O:10])=[CH:7][N:6]=1, predict the reactants needed to synthesize it. The reactants are: [F:1][C:2]1[CH:17]=[C:16]([CH:18]=O)[CH:15]=[CH:14][C:3]=1[O:4][C:5]1[CH:13]=[CH:12][C:8]([C:9]([NH2:11])=[O:10])=[CH:7][N:6]=1.[O:20]1[CH2:25][CH2:24][CH:23]([CH2:26][CH2:27][NH2:28])[CH2:22][CH2:21]1.[BH4-].[Na+].